From a dataset of Reaction yield outcomes from USPTO patents with 853,638 reactions. Predict the reaction yield, written as a fraction of the theoretical maximum amount of product (1.0 means a 100% yield; for example, 0.34 means a 34% yield). (1) The reactants are C[O:2][C:3]1[N:8]=[C:7]([C:9]2[O:13][C:12]([C:14](=[O:27])[CH2:15][CH2:16][CH2:17][CH2:18][CH2:19][CH2:20][C:21]3[CH:26]=[CH:25][CH:24]=[CH:23][CH:22]=3)=[N:11][CH:10]=2)[CH:6]=[C:5]([O:28]C)[N:4]=1. The catalyst is CCOC(C)=O. The product is [C:21]1([CH2:20][CH2:19][CH2:18][CH2:17][CH2:16][CH2:15][C:14]([C:12]2[O:13][C:9]([C:7]3[NH:8][C:3](=[O:2])[NH:4][C:5](=[O:28])[CH:6]=3)=[CH:10][N:11]=2)=[O:27])[CH:26]=[CH:25][CH:24]=[CH:23][CH:22]=1. The yield is 0.900. (2) The reactants are [N+:1]([C:4]1[CH:5]=[C:6]2[C:10](=[CH:11][CH:12]=1)[NH:9][CH2:8][CH2:7]2)([O-:3])=[O:2].[C:13](O[C:13]([O:15][C:16]([CH3:19])([CH3:18])[CH3:17])=[O:14])([O:15][C:16]([CH3:19])([CH3:18])[CH3:17])=[O:14].O. The catalyst is ClCCl. The product is [N+:1]([C:4]1[CH:5]=[C:6]2[C:10](=[CH:11][CH:12]=1)[N:9]([C:13]([O:15][C:16]([CH3:19])([CH3:18])[CH3:17])=[O:14])[CH2:8][CH2:7]2)([O-:3])=[O:2]. The yield is 0.990. (3) The reactants are Br[C:2]1[CH:7]=[C:6]([Br:8])[CH:5]=[CH:4][N:3]=1.[Br-].[CH:10]1([Zn+])[CH2:12][CH2:11]1.C([O-])(O)=O.[Na+]. The catalyst is O1CCCC1.CCOC(C)=O.C1C=CC([P]([Pd]([P](C2C=CC=CC=2)(C2C=CC=CC=2)C2C=CC=CC=2)([P](C2C=CC=CC=2)(C2C=CC=CC=2)C2C=CC=CC=2)[P](C2C=CC=CC=2)(C2C=CC=CC=2)C2C=CC=CC=2)(C2C=CC=CC=2)C2C=CC=CC=2)=CC=1. The product is [Br:8][C:6]1[CH:5]=[CH:4][N:3]=[C:2]([CH:10]2[CH2:12][CH2:11]2)[CH:7]=1. The yield is 0.850. (4) The reactants are [CH:1]([C:4]1[NH:8][N:7]=[C:6]([C:9]([OH:11])=[O:10])[CH:5]=1)([CH3:3])[CH3:2].[N+:12]([O-])([OH:14])=[O:13]. The catalyst is S(=O)(=O)(O)O. The product is [CH:1]([C:4]1[NH:8][N:7]=[C:6]([C:9]([OH:11])=[O:10])[C:5]=1[N+:12]([O-:14])=[O:13])([CH3:3])[CH3:2]. The yield is 0.760.